From a dataset of Reaction yield outcomes from USPTO patents with 853,638 reactions. Predict the reaction yield, written as a fraction of the theoretical maximum amount of product (1.0 means a 100% yield; for example, 0.34 means a 34% yield). (1) The reactants are [F:1][C@@H:2]1[C@H:7]([O:8][CH3:9])[CH2:6][CH2:5][N:4]([C:10]2[N:15]=[C:14]([NH:16][C:17]3[N:22]=[CH:21][C:20]4[N:23]=[C:24]([C@H:32]([O:34]C5CCCCO5)[CH3:33])[N:25]([C@@H:26]([CH3:31])[C:27]([F:30])([F:29])[F:28])[C:19]=4[CH:18]=3)[CH:13]=[CH:12][N:11]=2)[CH2:3]1. The catalyst is Cl.CO.C(=O)(O)[O-].[Na+]. The product is [F:1][C@@H:2]1[C@H:7]([O:8][CH3:9])[CH2:6][CH2:5][N:4]([C:10]2[N:15]=[C:14]([NH:16][C:17]3[N:22]=[CH:21][C:20]4[N:23]=[C:24]([C@H:32]([OH:34])[CH3:33])[N:25]([C@@H:26]([CH3:31])[C:27]([F:30])([F:29])[F:28])[C:19]=4[CH:18]=3)[CH:13]=[CH:12][N:11]=2)[CH2:3]1. The yield is 0.320. (2) The reactants are [C@H:1]12[CH2:7][C@H:4]([NH:5][CH2:6]1)[CH2:3][S:2]2(=[O:9])=[O:8].P([O-])([O-])([O-])=O.[K+].[K+].[K+].Br[CH2:19][CH2:20][OH:21].[I-].[K+]. The catalyst is C(#N)C. The product is [OH:21][CH2:20][CH2:19][N:5]1[CH2:6][C@@H:1]2[CH2:7][C@H:4]1[CH2:3][S:2]2(=[O:9])=[O:8]. The yield is 0.710. (3) The reactants are [CH2:1]([O:3][CH2:4][C:5](Cl)=O)[CH3:2].[NH2:8][C:9]1[CH:10]=[N:11][C:12]2[C:17]([C:18]=1[NH:19][CH2:20][C:21]1([OH:27])[CH2:26][CH2:25][CH2:24][CH2:23][CH2:22]1)=[N:16][CH:15]=[CH:14][CH:13]=2.[OH-].[Na+]. The catalyst is ClCCl. The product is [CH2:1]([O:3][CH2:4][C:5]1[N:19]([CH2:20][C:21]2([OH:27])[CH2:26][CH2:25][CH2:24][CH2:23][CH2:22]2)[C:18]2[C:17]3[N:16]=[CH:15][CH:14]=[CH:13][C:12]=3[N:11]=[CH:10][C:9]=2[N:8]=1)[CH3:2]. The yield is 0.760. (4) The reactants are [CH3:1][N:2]([CH3:10])[C:3]1[CH:4]=[C:5]([OH:9])[CH:6]=[CH:7][CH:8]=1.C([O:13][C:14](=O)[C:15]([C:27]#[N:28])=[CH:16][C:17]1[CH:22]=[C:21]([O:23][CH3:24])[CH:20]=[C:19]([O:25][CH3:26])[CH:18]=1)C. The yield is 0.00400. The product is [C:27]([C:15]1[C:14](=[O:13])[O:9][C:5]2[C:6]([C:16]=1[C:17]1[CH:22]=[C:21]([O:23][CH3:24])[CH:20]=[C:19]([O:25][CH3:26])[CH:18]=1)=[CH:7][CH:8]=[C:3]([N:2]([CH3:10])[CH3:1])[CH:4]=2)#[N:28]. No catalyst specified. (5) The reactants are [Cl:1][C:2]1[N:7]=[CH:6][C:5]([CH2:8][NH:9][C:10]2[N:14]=[C:13]([S:15][CH3:16])[NH:12][N:11]=2)=[CH:4][CH:3]=1.[C:17](OCC)(=[O:22])[CH2:18][C:19]([CH3:21])=O.O. The catalyst is CN(C=O)C. The product is [Cl:1][C:2]1[N:7]=[CH:6][C:5]([CH2:8][N:9]2[C:17](=[O:22])[CH:18]=[C:19]([CH3:21])[N:11]3[N:12]=[C:13]([S:15][CH3:16])[N:14]=[C:10]23)=[CH:4][CH:3]=1. The yield is 0.320. (6) The reactants are [OH:1][C@H:2]1[CH2:6][CH2:5][N:4]([C:7]([O:9][C:10]([CH3:13])([CH3:12])[CH3:11])=[O:8])[CH2:3]1.[CH3:14][C:15](OC(C)=O)=[O:16]. The catalyst is C(Cl)Cl.CN(C1C=CN=CC=1)C. The product is [C:15]([O:1][C@H:2]1[CH2:6][CH2:5][N:4]([C:7]([O:9][C:10]([CH3:13])([CH3:12])[CH3:11])=[O:8])[CH2:3]1)(=[O:16])[CH3:14]. The yield is 0.970.